This data is from Catalyst prediction with 721,799 reactions and 888 catalyst types from USPTO. The task is: Predict which catalyst facilitates the given reaction. (1) Reactant: [NH:1]1[C:9]2[C:4](=[CH:5][CH:6]=[CH:7][CH:8]=2)[C:3](/[CH:10]=[C:11]2\[O:12][C:13]3[C:20]([CH2:21][N:22]4[CH2:27][CH2:26][N:25](C(OC(C)(C)C)=O)[CH2:24][CH2:23]4)=[C:19]([O:35][CH2:36][CH3:37])[CH:18]=[CH:17][C:14]=3[C:15]\2=[O:16])=[CH:2]1.Cl. The catalyst class is: 135. Product: [NH:1]1[C:9]2[C:4](=[CH:5][CH:6]=[CH:7][CH:8]=2)[C:3](/[CH:10]=[C:11]2\[O:12][C:13]3[C:20]([CH2:21][N:22]4[CH2:23][CH2:24][NH:25][CH2:26][CH2:27]4)=[C:19]([O:35][CH2:36][CH3:37])[CH:18]=[CH:17][C:14]=3[C:15]\2=[O:16])=[CH:2]1. (2) Product: [Cl:1][C:2]1[CH:3]=[C:4]([C:9]2([C:29]([F:31])([F:30])[F:32])[S:13][N:12]=[C:11]([C:14]3[CH:26]=[CH:25][C:17]([C:18]([OH:20])=[O:19])=[C:16]([CH3:27])[CH:15]=3)[CH:10]2[F:28])[CH:5]=[C:6]([Cl:8])[CH:7]=1. The catalyst class is: 2. Reactant: [Cl:1][C:2]1[CH:3]=[C:4]([C:9]2([C:29]([F:32])([F:31])[F:30])[S:13][N:12]=[C:11]([C:14]3[CH:26]=[CH:25][C:17]([C:18]([O:20]C(C)(C)C)=[O:19])=[C:16]([CH3:27])[CH:15]=3)[CH:10]2[F:28])[CH:5]=[C:6]([Cl:8])[CH:7]=1.FC(F)(F)C(O)=O. (3) Reactant: [C:1]([N:5]([CH2:10][C@H:11]([C:13]1[CH:18]=[CH:17][C:16]([Cl:19])=[CH:15][CH:14]=1)O)[CH2:6][CH2:7][C:8]#[N:9])([CH3:4])([CH3:3])[CH3:2].CCOP(Cl)(OCC)=O.[Li+].C[Si]([N-][Si](C)(C)C)(C)C.O. Product: [C:1]([N:5]1[CH2:10][C@@H:11]([C:13]2[CH:18]=[CH:17][C:16]([Cl:19])=[CH:15][CH:14]=2)[C@@H:7]([C:8]#[N:9])[CH2:6]1)([CH3:4])([CH3:3])[CH3:2]. The catalyst class is: 1. (4) Reactant: [NH2:1][CH2:2][CH2:3][NH:4][C:5]1[N:13]=[C:12]([Cl:14])[N:11]=[C:10]2[C:6]=1[N:7]=[CH:8][N:9]2[CH:15]1[CH2:19][CH2:18][CH2:17][CH2:16]1.C(Cl)Cl.C(N(CC)CC)C.[F:30][C:31]1[CH:36]=[CH:35][C:34]([S:37](Cl)(=[O:39])=[O:38])=[CH:33][CH:32]=1. Product: [Cl:14][C:12]1[N:11]=[C:10]2[C:6]([N:7]=[CH:8][N:9]2[CH:15]2[CH2:19][CH2:18][CH2:17][CH2:16]2)=[C:5]([NH:4][CH2:3][CH2:2][NH:1][S:37]([C:34]2[CH:35]=[CH:36][C:31]([F:30])=[CH:32][CH:33]=2)(=[O:39])=[O:38])[N:13]=1. The catalyst class is: 6. (5) Product: [F:1][C:2]1[CH:3]=[C:4]([N:17]2[CH2:22][CH2:21][O:20][CH2:19][CH2:18]2)[CH:5]=[CH:6][C:7]=1[CH2:8][N:9]1[CH2:16][CH:15]2[CH2:14][N:13]([C:40]([O:39][N:36]3[C:37](=[O:38])[CH2:32][CH2:33][C:34]3=[O:35])=[O:41])[CH2:12][CH:11]2[CH2:10]1. Reactant: [F:1][C:2]1[CH:3]=[C:4]([N:17]2[CH2:22][CH2:21][O:20][CH2:19][CH2:18]2)[CH:5]=[CH:6][C:7]=1[CH2:8][N:9]1[CH2:16][CH:15]2[CH:11]([CH2:12][NH:13][CH2:14]2)[CH2:10]1.C(N(CC)C(C)C)(C)C.[CH2:32]1[C:37](=[O:38])[N:36]([O:39][C:40](ON2C(=O)CCC2=O)=[O:41])[C:34](=[O:35])[CH2:33]1. The catalyst class is: 4. (6) Reactant: [N:1]([C@H:4]1[C@H:19](O)[CH2:18][C@@H:17](/C(/C)=C/C2N=C(C)SC=2)[O:16][C:15](=[O:30])[CH2:14][C@H:13](O)[C:12](C)(C)[C:11](=[O:34])[C@H:10](C)[C@@H:9](O)[C@@H:8](C)[CH2:7][CH2:6][CH2:5]1)=[N+]=[N-].N([C@H]1C[C@@H](/C(/C)=C/C2N=C(C)SC=2)OC(=O)C[C@H](O)C(C)(C)C(=O)[C@H](C)[C@@H](O)[C@@H](C)CCC[C@@H]1O)=[N+]=[N-].C1(P(C2C=CC=CC=2)C2C=CC=CC=2)C=CC=CC=1. Product: [CH:19]12[NH:1][CH:4]1[CH2:5][CH2:6][CH2:7][CH2:8][CH2:9][CH2:10][C:11](=[O:34])[CH2:12][CH2:13][CH2:14][C:15](=[O:30])[O:16][CH2:17][CH2:18]2. The catalyst class is: 10.